This data is from Catalyst prediction with 721,799 reactions and 888 catalyst types from USPTO. The task is: Predict which catalyst facilitates the given reaction. (1) Reactant: [NH:1]1[CH:5]=[CH:4][N:3]=[C:2]1[C:6]1[C:14]2[C:9](=[N:10][CH:11]=[CH:12][CH:13]=2)[N:8]([CH2:15][C:16]([OH:18])=O)[N:7]=1.CN(C(ON1N=NC2C=CC=CC1=2)=[N+](C)C)C.F[P-](F)(F)(F)(F)F.Cl.Cl.[Cl:45][C:46]1[CH:51]=[CH:50][C:49]([N:52]2[CH2:57][CH2:56][NH:55][CH2:54][CH2:53]2)=[CH:48][C:47]=1[C:58]([F:61])([F:60])[F:59].CCN(C(C)C)C(C)C. Product: [Cl:45][C:46]1[CH:51]=[CH:50][C:49]([N:52]2[CH2:57][CH2:56][N:55]([C:16](=[O:18])[CH2:15][N:8]3[C:9]4=[N:10][CH:11]=[CH:12][CH:13]=[C:14]4[C:6]([C:2]4[NH:1][CH:5]=[CH:4][N:3]=4)=[N:7]3)[CH2:54][CH2:53]2)=[CH:48][C:47]=1[C:58]([F:60])([F:59])[F:61]. The catalyst class is: 3. (2) Reactant: [F:1][C:2]1[CH:3]=[C:4](/[CH:14]=[CH:15]/[C:16]([NH:18][NH:19][C:20](=O)[CH:21]([C:26]2[CH:31]=[C:30]([F:32])[C:29]([F:33])=[C:28]([F:34])[CH:27]=2)[CH2:22][CH2:23][CH2:24][Cl:25])=[O:17])[CH:5]=[CH:6][C:7]=1[N:8]1[CH:12]=[C:11]([CH3:13])[N:10]=[CH:9]1. Product: [Cl:25][CH2:24][CH2:23][CH2:22][CH:21]([C:20]1[O:17][C:16](/[CH:15]=[CH:14]/[C:4]2[CH:5]=[CH:6][C:7]([N:8]3[CH:12]=[C:11]([CH3:13])[N:10]=[CH:9]3)=[C:2]([F:1])[CH:3]=2)=[N:18][N:19]=1)[C:26]1[CH:31]=[C:30]([F:32])[C:29]([F:33])=[C:28]([F:34])[CH:27]=1. The catalyst class is: 286.